From a dataset of Forward reaction prediction with 1.9M reactions from USPTO patents (1976-2016). Predict the product of the given reaction. (1) Given the reactants [H-].[Na+].[O:3]=[C:4]1[CH:8]([C:9]([O:11][CH2:12][CH3:13])=[O:10])[CH2:7][CH2:6][NH:5]1.Br[CH2:15][C:16]1[S:17][C:18]([C:21]2[CH:22]=[C:23]([NH:28][C:29]3[N:34]=[C:33]([C:35]([F:38])([F:37])[F:36])[CH:32]=[CH:31][N:30]=3)[CH:24]=[C:25]([CH3:27])[CH:26]=2)=[CH:19][N:20]=1, predict the reaction product. The product is: [CH3:27][C:25]1[CH:26]=[C:21]([C:18]2[S:17][C:16]([CH2:15][C:8]3([C:9]([O:11][CH2:12][CH3:13])=[O:10])[CH2:7][CH2:6][NH:5][C:4]3=[O:3])=[N:20][CH:19]=2)[CH:22]=[C:23]([NH:28][C:29]2[N:34]=[C:33]([C:35]([F:37])([F:36])[F:38])[CH:32]=[CH:31][N:30]=2)[CH:24]=1. (2) Given the reactants C(OC(=O)[NH:7][C:8]1[CH:13]=[CH:12][C:11]([C:14]([N:16]2[CH2:22][C:21]3([CH3:24])[CH2:23][CH:17]2[CH2:18][C:19]([CH3:26])([CH3:25])[CH2:20]3)=[O:15])=[CH:10][CH:9]=1)(C)(C)C.[H-].[Na+].Cl[CH2:31][C:32]([N:34]1[CH2:39][CH2:38][O:37][CH2:36][CH2:35]1)=[O:33], predict the reaction product. The product is: [N:34]1([C:32](=[O:33])[CH2:31][NH:7][C:8]2[CH:9]=[CH:10][C:11]([C:14]([N:16]3[CH2:22][C:21]4([CH3:24])[CH2:23][CH:17]3[CH2:18][C:19]([CH3:26])([CH3:25])[CH2:20]4)=[O:15])=[CH:12][CH:13]=2)[CH2:39][CH2:38][O:37][CH2:36][CH2:35]1. (3) Given the reactants [H-].[Na+].[N+:3]([C:6]1[CH:11]=[CH:10][C:9]([NH:12][CH2:13][C:14]([OH:16])=[O:15])=[CH:8][CH:7]=1)([O-:5])=[O:4].[F:17][C:18]([F:29])([F:28])[C:19](O[C:19](=[O:20])[C:18]([F:29])([F:28])[F:17])=[O:20].O, predict the reaction product. The product is: [N+:3]([C:6]1[CH:7]=[CH:8][C:9]([N:12]([CH2:13][C:14]([OH:16])=[O:15])[C:19](=[O:20])[C:18]([F:29])([F:28])[F:17])=[CH:10][CH:11]=1)([O-:5])=[O:4]. (4) Given the reactants C1(CBr)CC1.CC1C=CC(S(O[CH2:17][CH:18]2[CH2:22][CH2:21][CH2:20][CH2:19]2)(=O)=O)=CC=1.[CH3:23][C:24]1[N:25]=[C:26]([N:34]2[CH2:38][CH2:37][NH:36][C:35]2=[O:39])[S:27][C:28]=1[C:29]([O:31][CH2:32][CH3:33])=[O:30], predict the reaction product. The product is: [CH:18]1([CH2:17][N:36]2[CH2:37][CH2:38][N:34]([C:26]3[S:27][C:28]([C:29]([O:31][CH2:32][CH3:33])=[O:30])=[C:24]([CH3:23])[N:25]=3)[C:35]2=[O:39])[CH2:19][CH2:20][CH2:21][CH2:22]1. (5) Given the reactants [C:1]([O:9][CH2:10][C@@H:11]1[C:15]([O:17][C:18](=[O:20])[CH3:19])([CH3:16])[C@:14]([F:22])([CH3:21])[CH:13]([N:23]2[CH:31]=[N:30][C:29]3[C:24]2=[N:25][CH:26]=[N:27][C:28]=3Cl)[O:12]1)(=[O:8])[C:2]1[CH:7]=[CH:6][CH:5]=[CH:4][CH:3]=1.[CH:33]1([NH2:40])[CH2:39][CH2:38][CH2:37][CH2:36][CH2:35][CH2:34]1.O, predict the reaction product. The product is: [C:1]([O:9][CH2:10][C@@H:11]1[C:15]([O:17][C:18](=[O:20])[CH3:19])([CH3:16])[C@:14]([F:22])([CH3:21])[CH:13]([N:23]2[CH:31]=[N:30][C:29]3[C:24]2=[N:25][CH:26]=[N:27][C:28]=3[NH:40][CH:33]2[CH2:39][CH2:38][CH2:37][CH2:36][CH2:35][CH2:34]2)[O:12]1)(=[O:8])[C:2]1[CH:7]=[CH:6][CH:5]=[CH:4][CH:3]=1. (6) The product is: [C:1]([O:5][C:6]([N:8]1[CH2:13][CH2:12][N:11]2[C:14]([C:17](=[O:22])[NH:25][CH3:24])=[CH:15][CH:16]=[C:10]2[CH:9]1[CH3:23])=[O:7])([CH3:3])([CH3:4])[CH3:2]. Given the reactants [C:1]([O:5][C:6]([N:8]1[CH2:13][CH2:12][N:11]2[C:14]([C:17](=[O:22])C(Cl)(Cl)Cl)=[CH:15][CH:16]=[C:10]2[CH:9]1[CH3:23])=[O:7])([CH3:4])([CH3:3])[CH3:2].[CH3:24][NH2:25], predict the reaction product.